From a dataset of Full USPTO retrosynthesis dataset with 1.9M reactions from patents (1976-2016). Predict the reactants needed to synthesize the given product. (1) Given the product [F:1][C:2]1[CH:7]=[C:6]([F:8])[CH:5]=[CH:4][C:3]=1[NH:9][C:10](=[O:34])[NH:11][C:12]1[CH:13]=[CH:14][C:15]([C:18]2[N:22]=[C:21]([C:23]([NH:25][CH:26]([CH:31]([CH3:32])[CH3:33])[C:27]([OH:29])=[O:28])=[O:24])[O:20][N:19]=2)=[CH:16][CH:17]=1, predict the reactants needed to synthesize it. The reactants are: [F:1][C:2]1[CH:7]=[C:6]([F:8])[CH:5]=[CH:4][C:3]=1[NH:9][C:10](=[O:34])[NH:11][C:12]1[CH:17]=[CH:16][C:15]([C:18]2[N:22]=[C:21]([C:23]([NH:25][CH:26]([CH:31]([CH3:33])[CH3:32])[C:27]([O:29]C)=[O:28])=[O:24])[O:20][N:19]=2)=[CH:14][CH:13]=1.[OH-].[Li+]. (2) Given the product [Cl:1][C:2]1[C:6]([Cl:7])=[C:5]([CH:8]=[O:9])[S:4][N:3]=1, predict the reactants needed to synthesize it. The reactants are: [Cl:1][C:2]1[C:6]([Cl:7])=[C:5]([CH2:8][OH:9])[S:4][N:3]=1. (3) Given the product [Si:53]([O:36][CH:12]1[CH2:11][C:10]([CH3:38])([CH3:37])[CH2:9][C:8]2[N:7]=[C:6]([CH:1]3[CH2:5][CH2:4][CH2:3][CH2:2]3)[C:15]([C:16]([C:18]3[CH:23]=[CH:22][C:21]([C:24]([F:26])([F:27])[F:25])=[CH:20][CH:19]=3)=[O:17])=[C:14]([C:28]3[CH:33]=[CH:32][C:31]([F:34])=[C:30]([F:35])[CH:29]=3)[C:13]1=2)([C:56]([CH3:59])([CH3:58])[CH3:57])([CH3:55])[CH3:54], predict the reactants needed to synthesize it. The reactants are: [CH:1]1([C:6]2[C:15]([C:16]([C:18]3[CH:23]=[CH:22][C:21]([C:24]([F:27])([F:26])[F:25])=[CH:20][CH:19]=3)=[O:17])=[C:14]([C:28]3[CH:33]=[CH:32][C:31]([F:34])=[C:30]([F:35])[CH:29]=3)[C:13]3[CH:12]([OH:36])[CH2:11][C:10]([CH3:38])([CH3:37])[CH2:9][C:8]=3[N:7]=2)[CH2:5][CH2:4][CH2:3][CH2:2]1.N1C(C)=CC=CC=1C.FC(F)(F)S(O[Si:53]([C:56]([CH3:59])([CH3:58])[CH3:57])([CH3:55])[CH3:54])(=O)=O. (4) The reactants are: [F:1][C:2]1[CH:3]=[C:4]2[C:9](=[C:10]([O:12][CH3:13])[CH:11]=1)[N:8]=[C:7]([CH3:14])[CH:6]=[C:5]2O.O=P(Cl)(Cl)[Cl:18]. Given the product [Cl:18][C:5]1[C:4]2[C:9](=[C:10]([O:12][CH3:13])[CH:11]=[C:2]([F:1])[CH:3]=2)[N:8]=[C:7]([CH3:14])[CH:6]=1, predict the reactants needed to synthesize it. (5) Given the product [CH3:13][CH:10]1[C:9]2[C:4](=[CH:5][CH:6]=[CH:7][CH:8]=2)[CH:3]([NH2:11])[CH2:2]1, predict the reactants needed to synthesize it. The reactants are: C[CH:2]1[CH2:10][C:9]2[C:4](=[CH:5][CH:6]=[CH:7][CH:8]=2)[C:3]1=[N:11]O.[CH3:13]O. (6) Given the product [N:1]1[CH:35]=[CH:36][N:3]2[CH:4]=[C:5]([C:8]3[N:17]=[C:16]([NH:18][CH2:19][C:20]([C:22]4[CH:23]=[CH:24][CH:25]=[CH:26][CH:27]=4)([C:28]4[CH:33]=[CH:32][CH:31]=[CH:30][CH:29]=4)[OH:21])[C:15]4[C:10](=[CH:11][CH:12]=[CH:13][CH:14]=4)[N:9]=3)[CH:6]=[N:7][C:2]=12, predict the reactants needed to synthesize it. The reactants are: [NH2:1][C:2]1[N:7]=[CH:6][C:5]([C:8]2[N:17]=[C:16]([NH:18][CH2:19][C:20]([C:28]3[CH:33]=[CH:32][CH:31]=[CH:30][CH:29]=3)([C:22]3[CH:27]=[CH:26][CH:25]=[CH:24][CH:23]=3)[OH:21])[C:15]3[C:10](=[CH:11][CH:12]=[CH:13][CH:14]=3)[N:9]=2)=[CH:4][N:3]=1.Cl[CH2:35][CH:36]=O. (7) Given the product [Cl:29][C:30]1[CH:35]=[CH:34][C:33]([CH2:36][N:1]2[C:5]3[CH:6]=[CH:7][CH:8]=[CH:9][C:4]=3[N:3]=[C:2]2[C:10]([N:12]2[CH2:13][CH2:14][CH:15]([C:18]([O:20][CH2:21][CH3:22])=[O:19])[CH2:16][CH2:17]2)=[O:11])=[CH:32][CH:31]=1, predict the reactants needed to synthesize it. The reactants are: [NH:1]1[C:5]2[CH:6]=[CH:7][CH:8]=[CH:9][C:4]=2[N:3]=[C:2]1[C:10]([N:12]1[CH2:17][CH2:16][CH:15]([C:18]([O:20][CH2:21][CH3:22])=[O:19])[CH2:14][CH2:13]1)=[O:11].C(=O)([O-])[O-].[Cs+].[Cs+].[Cl:29][C:30]1[CH:35]=[CH:34][C:33]([CH2:36]Cl)=[CH:32][CH:31]=1.